From a dataset of Forward reaction prediction with 1.9M reactions from USPTO patents (1976-2016). Predict the product of the given reaction. (1) The product is: [NH2:2][CH2:1][C@:3]1([CH2:12][C:13]([OH:15])=[O:14])[CH2:9][C@@H:8]2[C@H:4]1[CH:5]=[C:6]([CH2:10][CH3:11])[CH2:7]2. Given the reactants [C:1]([C@:3]1([CH2:12][C:13]([O-:15])=[O:14])[CH2:9][C@@H:8]2[C@H:4]1[CH:5]=[C:6]([CH2:10][CH3:11])[CH2:7]2)#[N:2].C1([C@H]([NH3+])C)C=CC=CC=1.Cl, predict the reaction product. (2) The product is: [ClH:33].[CH3:1][C:2]1[N:3]=[C:4]2[CH:9]=[CH:8][C:7]([NH:10][C:11](=[O:12])[C:13]3[CH:14]=[CH:15][C:16]([C:19]4[CH2:24][CH2:23][NH:22][CH2:21][CH:20]=4)=[N:17][CH:18]=3)=[CH:6][N:5]2[CH:32]=1. Given the reactants [CH3:1][C:2]1[N:3]=[C:4]2[CH:9]=[CH:8][C:7]([NH:10][C:11]([C:13]3[CH:14]=[CH:15][C:16]([C:19]4[CH2:24][CH2:23][N:22](C(OC(C)(C)C)=O)[CH2:21][CH:20]=4)=[N:17][CH:18]=3)=[O:12])=[CH:6][N:5]2[CH:32]=1.[ClH:33], predict the reaction product.